From a dataset of Experimentally validated miRNA-target interactions with 360,000+ pairs, plus equal number of negative samples. Binary Classification. Given a miRNA mature sequence and a target amino acid sequence, predict their likelihood of interaction. (1) The miRNA is hsa-miR-6756-5p with sequence AGGGUGGGGCUGGAGGUGGGGCU. The protein sequence of the target gene is MADDAGLETPLCSEQFGSGEARGCRAAADGSLQWEVGGWRWWGLSRAFTVKPEGRDAGEVGASGAPSPPLSGLQAVFLPQGFPDSVSPDYLPYQLWDSVQAFASSLSGSLATQAVLLGIGVGNAKATVSAATATWLVKDSTGMLGRIVFAWWKGSKLDCNAKQWRLFADILNDVAMFLEIMAPVYPICFTMTVSTSNLAKCIVSVAGGATRAALTVHQARRNNMADVSAKDSSQETLVNLAGLLVSLLMLPLVSGCPGFSLGCFFFLTALHIYANYRAVRALVMETLNEGRLRLVLKHYL.... Result: 1 (interaction). (2) The miRNA is mmu-miR-216b-5p with sequence AAAUCUCUGCAGGCAAAUGUGA. Result: 1 (interaction). The protein sequence of the target gene is MRPMRIFVNDDRHVMAKHSSVYPTQEELEAVQNMVSHTERALKAVSDWIDEQEKGNSELSEAENMDTPPDDESKEGAGEQKAEHMTRTLRGVMRVGLVAKGLLLKGDLDLELVLLCKEKPTTALLDKVADNLAIQLTTVTEDKYEILQSVDDAAIVIKNTKEPPLSLTIHLTSPVVREEMEKVLAGETLSVNDPPDVLDRQKCLAALASLRHAKWFQARANGLKSCVIVIRVLRDLCTRVPTWGPLRGWPLELLCEKSIGTANRPMGAGEALRRVLECLASGIVMPDGSGIYDPCEKEAT.... (3) The miRNA is cel-miR-55-3p with sequence UACCCGUAUAAGUUUCUGCUGAG. The protein sequence of the target gene is MIEMAAEKEPFLVPAPPPPLKDESGGGGGPEVQSHQEAASGELRDGTEHGPGPRAHSAGAAASGGGGPQAQAHGEPHGRAAAPADVGEERRGGGGTDLGPPAPPRPRNGYQPHRPPGGGGGKRRNSCNVGGGSGGSFKHPAFKRRRRVNSDCDSVLPSNFLLGGNIFDPLNLNSLLDEEVSRALNAETPKSSPLPAKGRDPVEILIPKDITDPLSLNTCTDEAHVVLASPLKIGRKRHRHRGPHHQQQQQASGGNDSNAAVLPTDPLTPSLHGEGATQQQQNRGQNRDAPQPYELNTAIN.... Result: 0 (no interaction).